The task is: Regression. Given two drug SMILES strings and cell line genomic features, predict the synergy score measuring deviation from expected non-interaction effect.. This data is from NCI-60 drug combinations with 297,098 pairs across 59 cell lines. (1) Drug 1: C1CN1C2=NC(=NC(=N2)N3CC3)N4CC4. Drug 2: C1=NNC2=C1C(=O)NC=N2. Cell line: SK-MEL-28. Synergy scores: CSS=21.4, Synergy_ZIP=-6.07, Synergy_Bliss=0.693, Synergy_Loewe=-10.6, Synergy_HSA=0.894. (2) Drug 1: CN1CCC(CC1)COC2=C(C=C3C(=C2)N=CN=C3NC4=C(C=C(C=C4)Br)F)OC. Drug 2: CC1C(C(CC(O1)OC2CC(OC(C2O)C)OC3=CC4=CC5=C(C(=O)C(C(C5)C(C(=O)C(C(C)O)O)OC)OC6CC(C(C(O6)C)O)OC7CC(C(C(O7)C)O)OC8CC(C(C(O8)C)O)(C)O)C(=C4C(=C3C)O)O)O)O. Cell line: HCT116. Synergy scores: CSS=13.3, Synergy_ZIP=-0.150, Synergy_Bliss=6.59, Synergy_Loewe=5.42, Synergy_HSA=5.44. (3) Drug 1: CCC1=C2CN3C(=CC4=C(C3=O)COC(=O)C4(CC)O)C2=NC5=C1C=C(C=C5)O. Drug 2: COC1=C2C(=CC3=C1OC=C3)C=CC(=O)O2. Cell line: NCI-H226. Synergy scores: CSS=9.66, Synergy_ZIP=-3.61, Synergy_Bliss=-1.00, Synergy_Loewe=-73.4, Synergy_HSA=-0.970. (4) Drug 1: CC1CCC2CC(C(=CC=CC=CC(CC(C(=O)C(C(C(=CC(C(=O)CC(OC(=O)C3CCCCN3C(=O)C(=O)C1(O2)O)C(C)CC4CCC(C(C4)OC)O)C)C)O)OC)C)C)C)OC. Drug 2: CCCCC(=O)OCC(=O)C1(CC(C2=C(C1)C(=C3C(=C2O)C(=O)C4=C(C3=O)C=CC=C4OC)O)OC5CC(C(C(O5)C)O)NC(=O)C(F)(F)F)O. Cell line: NCI-H322M. Synergy scores: CSS=4.23, Synergy_ZIP=-7.35, Synergy_Bliss=-6.49, Synergy_Loewe=-5.77, Synergy_HSA=-5.70.